This data is from Forward reaction prediction with 1.9M reactions from USPTO patents (1976-2016). The task is: Predict the product of the given reaction. (1) The product is: [C:3](=[O:1])([O-:5])[O-:4].[NH4+:2].[NH4+:2].[C:3](=[O:1])([OH:5])[O-:4]. Given the reactants [OH-:1].[NH4+:2].[C:3](=[O:5])=[O:4], predict the reaction product. (2) The product is: [Br:1][C:2]1[CH:7]=[CH:6][C:5]([C:8]2[C:12]3[CH:13]=[CH:14][C:15]([C:28]#[C:27][CH2:26][CH2:25][OH:29])=[CH:16][C:11]=3[S:10][N:9]=2)=[CH:4][CH:3]=1. Given the reactants [Br:1][C:2]1[CH:7]=[CH:6][C:5]([C:8]2[C:12]3[CH:13]=[CH:14][C:15](OS(C(F)(F)F)(=O)=O)=[CH:16][C:11]=3[S:10][N:9]=2)=[CH:4][CH:3]=1.[CH2:25]([OH:29])[CH2:26][C:27]#[CH:28], predict the reaction product. (3) The product is: [OH:1][C:2]1[C:3]([CH3:11])=[C:4]([CH:8]=[CH:9][CH:10]=1)[C:5]([O:7][CH3:17])=[O:6]. Given the reactants [OH:1][C:2]1[C:3]([CH3:11])=[C:4]([CH:8]=[CH:9][CH:10]=1)[C:5]([OH:7])=[O:6].S(=O)(=O)(O)O.[C:17](=O)(O)[O-].[Na+], predict the reaction product. (4) The product is: [I:1][C:4]1[CH:9]=[C:8]([I:23])[N:7]=[C:6]([S:11][C:12]2[CH:17]=[CH:16][C:15]([NH:18][C:19](=[O:22])[CH2:20][CH3:21])=[CH:14][CH:13]=2)[N:5]=1. Given the reactants [I-:1].[Na+].Cl[C:4]1[CH:9]=[C:8](Cl)[N:7]=[C:6]([S:11][C:12]2[CH:17]=[CH:16][C:15]([NH:18][C:19](=[O:22])[CH2:20][CH3:21])=[CH:14][CH:13]=2)[N:5]=1.[IH:23], predict the reaction product. (5) Given the reactants [CH2:1]([NH:4][CH2:5][CH2:6][CH3:7])[CH2:2][CH3:3].[CH2:8]=[C:9]1[O:13][C:11](=[O:12])[CH2:10]1, predict the reaction product. The product is: [O:13]=[C:9]([CH3:8])[CH2:10][C:11]([N:4]([CH2:5][CH2:6][CH3:7])[CH2:1][CH2:2][CH3:3])=[O:12]. (6) Given the reactants [Cl:1][C:2]1[C:11]2[CH2:10][N:9]([C@H:12]([C:23]([CH3:26])([CH3:25])[CH3:24])[C:13]([O:15][CH2:16][C:17]3[CH:22]=[CH:21][CH:20]=[CH:19][CH:18]=3)=[O:14])[C:8](=[O:27])[C:7]3=[CH:28][N:29]([S:30]([C:33]4[CH:39]=[CH:38][C:36]([CH3:37])=[CH:35][CH:34]=4)(=[O:32])=[O:31])[C:5]([C:6]=23)=[N:4][CH:3]=1.[OH-:40].[Na+], predict the reaction product. The product is: [CH2:16]([O:15][C:13](=[O:14])[C@H:12]([NH:9][CH2:10][C:11]1[C:2]([Cl:1])=[CH:3][N:4]=[C:5]2[N:29]([S:30]([C:33]3[CH:34]=[CH:35][C:36]([CH3:37])=[CH:38][CH:39]=3)(=[O:32])=[O:31])[CH:28]=[C:7]([C:8]([OH:40])=[O:27])[C:6]=12)[C:23]([CH3:26])([CH3:25])[CH3:24])[C:17]1[CH:18]=[CH:19][CH:20]=[CH:21][CH:22]=1. (7) Given the reactants [NH2:1][C:2]1[N:3]([CH3:22])[C:4](=[O:21])[C@@H:5]2[CH2:10][O:9][CH2:8][C@:6]2([C:11]2[CH:16]=[C:15]([N+:17]([O-:19])=[O:18])[CH:14]=[CH:13][C:12]=2[F:20])[N:7]=1.[C:23](O[C:23]([O:25][C:26]([CH3:29])([CH3:28])[CH3:27])=[O:24])([O:25][C:26]([CH3:29])([CH3:28])[CH3:27])=[O:24].C(N(CC)CC)C, predict the reaction product. The product is: [F:20][C:12]1[CH:13]=[CH:14][C:15]([N+:17]([O-:19])=[O:18])=[CH:16][C:11]=1[C@:6]12[CH2:8][O:9][CH2:10][C@H:5]1[C:4](=[O:21])[N:3]([CH3:22])[C:2]([NH:1][C:23](=[O:24])[O:25][C:26]([CH3:29])([CH3:28])[CH3:27])=[N:7]2. (8) The product is: [NH2:18][CH:4]([CH:5]([C:12]1[CH:17]=[CH:16][CH:15]=[CH:14][CH:13]=1)[C:6]1[CH:11]=[CH:10][CH:9]=[CH:8][CH:7]=1)[C:3]([OH:26])=[O:2]. Given the reactants C[O:2][C:3](=[O:26])[CH:4]([NH:18]C(OC(C)(C)C)=O)[CH:5]([C:12]1[CH:17]=[CH:16][CH:15]=[CH:14][CH:13]=1)[C:6]1[CH:11]=[CH:10][CH:9]=[CH:8][CH:7]=1.Cl, predict the reaction product. (9) Given the reactants [CH:1]1([C@H:4]2[C@H:13]([CH3:14])[C@@H:12]([NH:15][C:16](=[O:25])[O:17][CH2:18][C:19]3[CH:24]=[CH:23][CH:22]=[CH:21][CH:20]=3)[C:11]3[C:6](=[CH:7][CH:8]=[C:9]([O:26][CH3:27])[CH:10]=3)[NH:5]2)[CH2:3][CH2:2]1.[C:28](Cl)(=[O:30])[CH3:29].CCN(C(C)C)C(C)C.C([O-])(O)=O.[Na+], predict the reaction product. The product is: [C:28]([N:5]1[C:6]2[C:11](=[CH:10][C:9]([O:26][CH3:27])=[CH:8][CH:7]=2)[C@H:12]([NH:15][C:16](=[O:25])[O:17][CH2:18][C:19]2[CH:24]=[CH:23][CH:22]=[CH:21][CH:20]=2)[C@@H:13]([CH3:14])[C@@H:4]1[CH:1]1[CH2:3][CH2:2]1)(=[O:30])[CH3:29].